The task is: Regression. Given a peptide amino acid sequence and an MHC pseudo amino acid sequence, predict their binding affinity value. This is MHC class I binding data.. This data is from Peptide-MHC class I binding affinity with 185,985 pairs from IEDB/IMGT. The peptide sequence is HPAHTTVAA. The MHC is HLA-A02:02 with pseudo-sequence HLA-A02:02. The binding affinity (normalized) is 0.